From a dataset of Forward reaction prediction with 1.9M reactions from USPTO patents (1976-2016). Predict the product of the given reaction. (1) The product is: [ClH:48].[F:1][C:2]1[CH:3]=[C:4]([C@H:12]([NH:23][C:24]([N:26]2[CH2:35][CH2:34][C:33]3[CH:32]=[N:31][C:30]([NH:36][CH:37]([CH3:39])[CH3:38])=[N:29][C:28]=3[CH2:27]2)=[O:25])[CH2:13][NH:14][CH3:15])[CH:5]=[CH:6][C:7]=1[C:8]([F:9])([F:10])[F:11]. Given the reactants [F:1][C:2]1[CH:3]=[C:4]([C@H:12]([NH:23][C:24]([N:26]2[CH2:35][CH2:34][C:33]3[CH:32]=[N:31][C:30]([NH:36][CH:37]([CH3:39])[CH3:38])=[N:29][C:28]=3[CH2:27]2)=[O:25])[CH2:13][N:14](C)[C:15](=O)OC(C)(C)C)[CH:5]=[CH:6][C:7]=1[C:8]([F:11])([F:10])[F:9].C(O)(C(F)(F)F)=O.C(Cl)[Cl:48], predict the reaction product. (2) Given the reactants [C:1]([C:4]1[CH:9]=[CH:8][CH:7]=[CH:6][CH:5]=1)(=[O:3])[CH3:2].[CH:10]([NH:13][CH:14]([CH3:16])[CH3:15])([CH3:12])[CH3:11].[CH2:17]=O.Cl, predict the reaction product. The product is: [OH:3][CH:1]([C:4]1[CH:9]=[CH:8][CH:7]=[CH:6][CH:5]=1)[CH2:2][CH2:17][N:13]([CH:14]([CH3:16])[CH3:15])[CH:10]([CH3:12])[CH3:11].